Task: Regression. Given two drug SMILES strings and cell line genomic features, predict the synergy score measuring deviation from expected non-interaction effect.. Dataset: NCI-60 drug combinations with 297,098 pairs across 59 cell lines (1) Synergy scores: CSS=3.15, Synergy_ZIP=-0.575, Synergy_Bliss=-0.100, Synergy_Loewe=-4.04, Synergy_HSA=-3.06. Drug 2: C1C(C(OC1N2C=NC3=C2NC=NCC3O)CO)O. Cell line: NCI-H322M. Drug 1: CN(C)N=NC1=C(NC=N1)C(=O)N. (2) Drug 1: C1CCC(C1)C(CC#N)N2C=C(C=N2)C3=C4C=CNC4=NC=N3. Drug 2: CC(CN1CC(=O)NC(=O)C1)N2CC(=O)NC(=O)C2. Cell line: SF-295. Synergy scores: CSS=35.5, Synergy_ZIP=-9.13, Synergy_Bliss=3.27, Synergy_Loewe=4.45, Synergy_HSA=5.18. (3) Drug 1: C1C(C(OC1N2C=C(C(=O)NC2=O)F)CO)O. Drug 2: C1=CN(C=N1)CC(O)(P(=O)(O)O)P(=O)(O)O. Cell line: MCF7. Synergy scores: CSS=12.3, Synergy_ZIP=-5.74, Synergy_Bliss=2.48, Synergy_Loewe=-10.8, Synergy_HSA=2.21.